Task: Predict the reactants needed to synthesize the given product.. Dataset: Full USPTO retrosynthesis dataset with 1.9M reactions from patents (1976-2016) (1) Given the product [CH2:8]([C:10]1[S:14][C:13](/[CH:1]=[CH:2]/[C:3]([OH:5])=[O:4])=[CH:12][CH:11]=1)[CH3:9], predict the reactants needed to synthesize it. The reactants are: [C:1](O)(=O)[CH2:2][C:3]([OH:5])=[O:4].[CH2:8]([C:10]1[S:14][C:13](C=O)=[CH:12][CH:11]=1)[CH3:9].N1CCCCC1.Cl. (2) Given the product [C:1]([C:3]1[CH:4]=[C:5]2[C:9](=[CH:10][CH:11]=1)[N:8]([C:12]1[CH:17]=[CH:16][CH:15]=[C:14]([C:18]#[C:19][C@:20]3([OH:27])[CH2:24][CH2:23][N:22]([CH3:25])[C:21]3=[O:26])[CH:13]=1)[N:7]=[C:6]2[C:28]([NH2:32])=[O:30])#[N:2], predict the reactants needed to synthesize it. The reactants are: [C:1]([C:3]1[CH:4]=[C:5]2[C:9](=[CH:10][CH:11]=1)[N:8]([C:12]1[CH:17]=[CH:16][CH:15]=[C:14]([C:18]#[C:19][C@:20]3([OH:27])[CH2:24][CH2:23][N:22]([CH3:25])[C:21]3=[O:26])[CH:13]=1)[N:7]=[C:6]2[C:28]([O:30]C)=O)#[N:2].[NH3:32].